Dataset: NCI-60 drug combinations with 297,098 pairs across 59 cell lines. Task: Regression. Given two drug SMILES strings and cell line genomic features, predict the synergy score measuring deviation from expected non-interaction effect. (1) Drug 1: CC1=C2C(C(=O)C3(C(CC4C(C3C(C(C2(C)C)(CC1OC(=O)C(C(C5=CC=CC=C5)NC(=O)OC(C)(C)C)O)O)OC(=O)C6=CC=CC=C6)(CO4)OC(=O)C)O)C)O. Drug 2: CC1C(C(CC(O1)OC2CC(OC(C2O)C)OC3=CC4=CC5=C(C(=O)C(C(C5)C(C(=O)C(C(C)O)O)OC)OC6CC(C(C(O6)C)O)OC7CC(C(C(O7)C)O)OC8CC(C(C(O8)C)O)(C)O)C(=C4C(=C3C)O)O)O)O. Cell line: NCI-H460. Synergy scores: CSS=41.4, Synergy_ZIP=3.15, Synergy_Bliss=0.610, Synergy_Loewe=-7.67, Synergy_HSA=-0.300. (2) Drug 1: CS(=O)(=O)OCCCCOS(=O)(=O)C. Synergy scores: CSS=7.91, Synergy_ZIP=-2.86, Synergy_Bliss=0.0894, Synergy_Loewe=0.731, Synergy_HSA=0.783. Cell line: MCF7. Drug 2: COC1=C2C(=CC3=C1OC=C3)C=CC(=O)O2. (3) Drug 1: CC=C1C(=O)NC(C(=O)OC2CC(=O)NC(C(=O)NC(CSSCCC=C2)C(=O)N1)C(C)C)C(C)C. Drug 2: C1=NNC2=C1C(=O)NC=N2. Cell line: HCT116. Synergy scores: CSS=48.1, Synergy_ZIP=0.734, Synergy_Bliss=3.35, Synergy_Loewe=-28.2, Synergy_HSA=2.02.